Dataset: Forward reaction prediction with 1.9M reactions from USPTO patents (1976-2016). Task: Predict the product of the given reaction. (1) Given the reactants FC(F)(F)C(O)=O.[Cl:8][C:9]1[CH:14]=[CH:13][C:12]([C@:15]2([O:24][C@H:23]([CH2:25][OH:26])[C@@H:21]([OH:22])[C@H:19]([OH:20])[C@H:17]2[OH:18])[OH:16])=[CH:11][C:10]=1[CH2:27][C:28]1[CH:33]=[CH:32][C:31]([O:34][CH:35]2[CH2:40][CH2:39][N:38](C(OC(C)(C)C)=O)[CH2:37][CH2:36]2)=[CH:30][CH:29]=1.C(=O)([O-])[O-].[K+].[K+], predict the reaction product. The product is: [Cl:8][C:9]1[CH:14]=[CH:13][C:12]([C@:15]2([O:24][C@H:23]([CH2:25][OH:26])[C@@H:21]([OH:22])[C@H:19]([OH:20])[C@H:17]2[OH:18])[OH:16])=[CH:11][C:10]=1[CH2:27][C:28]1[CH:33]=[CH:32][C:31]([O:34][CH:35]2[CH2:40][CH2:39][NH:38][CH2:37][CH2:36]2)=[CH:30][CH:29]=1. (2) The product is: [NH2:18][C:19](=[O:62])[C:20]([CH3:60])([CH3:61])[CH2:21][NH:22][C:23]([C@H:25]([CH:57]([CH3:58])[CH3:59])[CH2:26][C@@H:27]1[O:31][CH2:30][N:29]([C:32]([O:34][CH2:35][O:8][C:7]([C:6]2[N:2]([CH3:1])[CH:3]=[N:4][CH:5]=2)=[O:9])=[O:33])[C@H:28]1[CH2:37][C@H:38]([CH2:42][C:43]1[CH:48]=[CH:47][C:46]([O:49][CH3:50])=[C:45]([O:51][CH2:52][CH2:53][CH2:54][O:55][CH3:56])[CH:44]=1)[CH:39]([CH3:40])[CH3:41])=[O:24]. Given the reactants [CH3:1][N:2]1[C:6]([C:7]([OH:9])=[O:8])=[CH:5][N:4]=[CH:3]1.[I-].[Cs+].C(=O)([O-])[O-].[Cs+].[Cs+].[NH2:18][C:19](=[O:62])[C:20]([CH3:61])([CH3:60])[CH2:21][NH:22][C:23]([C@H:25]([CH:57]([CH3:59])[CH3:58])[CH2:26][C@@H:27]1[O:31][CH2:30][N:29]([C:32]([O:34][CH2:35]Cl)=[O:33])[C@H:28]1[CH2:37][C@H:38]([CH2:42][C:43]1[CH:48]=[CH:47][C:46]([O:49][CH3:50])=[C:45]([O:51][CH2:52][CH2:53][CH2:54][O:55][CH3:56])[CH:44]=1)[CH:39]([CH3:41])[CH3:40])=[O:24], predict the reaction product.